This data is from Catalyst prediction with 721,799 reactions and 888 catalyst types from USPTO. The task is: Predict which catalyst facilitates the given reaction. (1) Reactant: C[C@H](N)C1C=CC=CC=1.[Br:10][C:11]1[S:15][C:14]([C@:16]2([CH2:42][C:43]([OH:45])=[O:44])[S:22](=[O:24])(=[O:23])[CH2:21][CH2:20][N:19]([C:25]([O:27][CH2:28][CH:29]3[C:41]4[CH:40]=[CH:39][CH:38]=[CH:37][C:36]=4[C:35]4[C:30]3=[CH:31][CH:32]=[CH:33][CH:34]=4)=[O:26])[CH2:18][CH2:17]2)=[CH:13][CH:12]=1.Cl. Product: [Br:10][C:11]1[S:15][C:14]([C@:16]2([CH2:42][C:43]([OH:45])=[O:44])[S:22](=[O:24])(=[O:23])[CH2:21][CH2:20][N:19]([C:25]([O:27][CH2:28][CH:29]3[C:41]4[CH:40]=[CH:39][CH:38]=[CH:37][C:36]=4[C:35]4[C:30]3=[CH:31][CH:32]=[CH:33][CH:34]=4)=[O:26])[CH2:18][CH2:17]2)=[CH:13][CH:12]=1. The catalyst class is: 13. (2) Reactant: [H-].[Na+].[Cl:3][C:4]1[CH:20]=[CH:19][C:7]([NH:8][S:9]([C:12]2[CH:17]=[CH:16][C:15]([CH3:18])=[CH:14][CH:13]=2)(=[O:11])=[O:10])=[C:6]([N+:21]([O-:23])=[O:22])[CH:5]=1.[CH2:24](I)[CH3:25].O. Product: [Cl:3][C:4]1[CH:20]=[CH:19][C:7]([N:8]([CH2:24][CH3:25])[S:9]([C:12]2[CH:13]=[CH:14][C:15]([CH3:18])=[CH:16][CH:17]=2)(=[O:11])=[O:10])=[C:6]([N+:21]([O-:23])=[O:22])[CH:5]=1. The catalyst class is: 3. (3) Reactant: [OH:1][C:2]1[CH:12]=[CH:11][C:5]([C:6]([O:8]CC)=[O:7])=[CH:4][CH:3]=1.Br[CH2:14][CH2:15][CH2:16][CH2:17][CH2:18][O:19][CH:20]=[CH2:21].C(=O)([O-])[O-].[K+].[K+].CN(C)C(=O)C. Product: [CH:20]([O:19][CH2:18][CH2:17][CH2:16][CH2:15][CH2:14][O:1][C:2]1[CH:3]=[CH:4][C:5]([C:6]([OH:8])=[O:7])=[CH:11][CH:12]=1)=[CH2:21]. The catalyst class is: 6. (4) Reactant: [CH3:1][O:2][C:3]1[C:4]([CH3:10])=[C:5]([NH2:9])[CH:6]=[CH:7][CH:8]=1.[Cl:11][C:12]1[N:17]=[C:16](Cl)[CH:15]=[CH:14][N:13]=1. Product: [Cl:11][C:12]1[N:17]=[C:16]([NH:9][C:5]2[CH:6]=[CH:7][CH:8]=[C:3]([O:2][CH3:1])[C:4]=2[CH3:10])[CH:15]=[CH:14][N:13]=1. The catalyst class is: 511. (5) Reactant: [CH:1](=[O:10])[C:2]1[CH:9]=[CH:8][C:5]([CH:6]=[O:7])=[CH:4][CH:3]=1.[BH4-].[Na+]. Product: [OH:10][CH2:1][C:2]1[CH:9]=[CH:8][C:5]([CH:6]=[O:7])=[CH:4][CH:3]=1. The catalyst class is: 8. (6) Reactant: [N+:1]([C:4]1[C:13]2[C:8](=[CH:9][CH:10]=[CH:11][CH:12]=2)[CH:7]=[CH:6][CH:5]=1)([O-])=O.C([O-])=O.[NH4+]. Product: [C:4]1([NH2:1])[C:13]2[C:8](=[CH:9][CH:10]=[CH:11][CH:12]=2)[CH:7]=[CH:6][CH:5]=1. The catalyst class is: 582. (7) Product: [Br:40][CH2:41][CH2:42][CH2:43][NH:44][C:4]1[N:3]=[C:2]([Cl:1])[N:7]=[C:6]([O:8][CH2:9][C:10]2[CH:11]=[CH:12][C:13]([O:18][C:19]3[CH:24]=[CH:23][CH:22]=[C:21]([C:25]([F:28])([F:26])[F:27])[CH:20]=3)=[C:14]([CH:17]=2)[C:15]#[N:16])[CH:5]=1. Reactant: [Cl:1][C:2]1[N:7]=[C:6]([O:8][CH2:9][C:10]2[CH:11]=[CH:12][C:13]([O:18][C:19]3[CH:24]=[CH:23][CH:22]=[C:21]([C:25]([F:28])([F:27])[F:26])[CH:20]=3)=[C:14]([CH:17]=2)[C:15]#[N:16])[CH:5]=[C:4](Cl)[N:3]=1.CCN(C(C)C)C(C)C.Br.[Br:40][CH2:41][CH2:42][CH2:43][NH2:44]. The catalyst class is: 9. (8) Reactant: [N+:1]([C:4]1[CH:17]=[CH:16][C:7]([O:8][C:9]2[CH:14]=[CH:13][N:12]=[C:11]([NH2:15])[CH:10]=2)=[CH:6][CH:5]=1)([O-:3])=[O:2].CCN(C(C)C)C(C)C.[CH3:27][O:28][CH2:29][C:30](Cl)=[O:31]. Product: [CH3:27][O:28][CH2:29][C:30]([NH:15][C:11]1[CH:10]=[C:9]([O:8][C:7]2[CH:16]=[CH:17][C:4]([N+:1]([O-:3])=[O:2])=[CH:5][CH:6]=2)[CH:14]=[CH:13][N:12]=1)=[O:31]. The catalyst class is: 2. (9) The catalyst class is: 112. Product: [Cl:13][C:14]1[N:22]=[CH:21][C:20]([F:23])=[CH:19][C:15]=1[C:16]([NH:24][C:25]1([CH2:30][OH:31])[CH2:29][CH2:28][CH2:27][CH2:26]1)=[O:18]. Reactant: C(N1C=CN=C1)(N1C=CN=C1)=O.[Cl:13][C:14]1[N:22]=[CH:21][C:20]([F:23])=[CH:19][C:15]=1[C:16]([OH:18])=O.[NH2:24][C:25]1([CH2:30][OH:31])[CH2:29][CH2:28][CH2:27][CH2:26]1. (10) Reactant: [C:1]1([CH:7]([C:17]2[CH:22]=[CH:21][CH:20]=[CH:19][CH:18]=2)[N:8]2[C:12]3=[N:13][CH:14]=[CH:15][CH:16]=[C:11]3[CH:10]=[CH:9]2)[CH:6]=[CH:5][CH:4]=[CH:3][CH:2]=1.[Br-:23].[Br-:24].[Br-].[NH+]1C=CC=CC=1.[NH+]1C=CC=CC=1.[NH+]1C=CC=CC=1.[OH2:44]. Product: [Br:23][C:10]1([Br:24])[C:11]2[C:12](=[N:13][CH:14]=[CH:15][CH:16]=2)[N:8]([CH:7]([C:1]2[CH:6]=[CH:5][CH:4]=[CH:3][CH:2]=2)[C:17]2[CH:22]=[CH:21][CH:20]=[CH:19][CH:18]=2)[C:9]1=[O:44]. The catalyst class is: 107.